Dataset: Reaction yield outcomes from USPTO patents with 853,638 reactions. Task: Predict the reaction yield, written as a fraction of the theoretical maximum amount of product (1.0 means a 100% yield; for example, 0.34 means a 34% yield). (1) The reactants are [C:1]1([CH2:7][CH2:8][CH2:9][N:10]=[C:11]=[O:12])[CH:6]=[CH:5][CH:4]=[CH:3][CH:2]=1.[NH2:13][CH2:14][C:15]1[CH:20]=[CH:19][CH:18]=[CH:17][N:16]=1. The catalyst is C1COCC1.C1C=CC=CC=1. The product is [C:1]1([CH2:7][CH2:8][CH2:9][NH:10][C:11]([NH:13][CH2:14][C:15]2[CH:20]=[CH:19][CH:18]=[CH:17][N:16]=2)=[O:12])[CH:6]=[CH:5][CH:4]=[CH:3][CH:2]=1. The yield is 0.920. (2) The reactants are [C:1]1([C:7]2[C:16]([OH:17])=[CH:15][C:14]3[C:9](=[N:10][CH:11]=[CH:12][CH:13]=3)[N:8]=2)[CH:6]=[CH:5][CH:4]=[CH:3][CH:2]=1.Cl[C:19]1[C:28]2[C:23](=[CH:24][C:25]([O:31][CH3:32])=[C:26]([O:29][CH3:30])[CH:27]=2)[N:22]=[CH:21][CH:20]=1.O. The catalyst is CN(C)C1C=CN=CC=1.ClC1C=CC=CC=1Cl. The product is [CH3:30][O:29][C:26]1[CH:27]=[C:28]2[C:23](=[CH:24][C:25]=1[O:31][CH3:32])[N:22]=[CH:21][CH:20]=[C:19]2[O:17][C:16]1[C:7]([C:1]2[CH:2]=[CH:3][CH:4]=[CH:5][CH:6]=2)=[N:8][C:9]2[C:14]([CH:15]=1)=[CH:13][CH:12]=[CH:11][N:10]=2. The yield is 0.710. (3) The reactants are [NH2:1][C:2]1[N:7]=[C:6](Cl)[C:5]([CH2:9][C:10]([O:12][CH2:13][CH3:14])=[O:11])=[C:4]([Cl:15])[N:3]=1.[Cl:16][C:17]1[C:22]([O:23][CH3:24])=[C:21]([O:25][CH3:26])[C:20]([O:27][CH3:28])=[CH:19][C:18]=1[CH2:29][NH2:30].C(N(CC)CC)C. The catalyst is CCO. The product is [Cl:16][C:17]1[C:22]([O:23][CH3:24])=[C:21]([O:25][CH3:26])[C:20]([O:27][CH3:28])=[CH:19][C:18]=1[CH2:29][NH:30][C:6]1[C:5]([CH2:9][C:10]([O:12][CH2:13][CH3:14])=[O:11])=[C:4]([Cl:15])[N:3]=[C:2]([NH2:1])[N:7]=1. The yield is 0.580.